This data is from Reaction yield outcomes from USPTO patents with 853,638 reactions. The task is: Predict the reaction yield, written as a fraction of the theoretical maximum amount of product (1.0 means a 100% yield; for example, 0.34 means a 34% yield). (1) The reactants are [NH2:1][C:2]1[S:3][C:4]([CH3:14])=[C:5]([CH:7]([CH3:13])[C:8]([O:10][CH2:11][CH3:12])=[O:9])[N:6]=1.[Cl:15][CH2:16][C:17](=O)[CH2:18][C:19](OCC)=[O:20].C(=O)([O-])[O-].[Na+].[Na+]. No catalyst specified. The product is [Cl:15][CH2:16][C:17]1[N:1]=[C:2]2[S:3][C:4]([CH3:14])=[C:5]([CH:7]([CH3:13])[C:8]([O:10][CH2:11][CH3:12])=[O:9])[N:6]2[C:19](=[O:20])[CH:18]=1. The yield is 0.880. (2) The reactants are [Cl:1][C:2]1[C:10]([C:11]#[N:12])=[CH:9][CH:8]=[C:7]2[C:3]=1[CH:4]=[C:5]([CH:13]([F:15])[F:14])[NH:6]2.[BH3-]C#N.[Na+].[C:20](O)([C:22]([F:25])([F:24])[F:23])=O. No catalyst specified. The product is [Cl:1][C:2]1[C:10]([C:11]#[N:12])=[CH:9][CH:8]=[C:7]2[C:3]=1[CH2:4][CH:5]([CH:13]([F:14])[F:15])[N:6]2[CH2:20][C:22]([F:25])([F:24])[F:23].[Cl:1][C:2]1[C:10]([C:11]#[N:12])=[CH:9][CH:8]=[C:7]2[C:3]=1[CH2:4][CH:5]([CH:13]([F:14])[F:15])[NH:6]2. The yield is 0.290. (3) The reactants are O.[OH-].[Li+].[CH3:4][O:5][CH:6]1[CH2:11][CH2:10][N:9]([C:12]2[CH:21]=[CH:20][CH:19]=[C:18]3[C:13]=2[CH2:14][CH2:15][N:16]([C:26]([O:28][C:29]([CH3:32])([CH3:31])[CH3:30])=[O:27])[CH:17]3[C:22]([O:24]C)=[O:23])[CH2:8][CH2:7]1.O.CO. The catalyst is C1COCC1. The product is [C:29]([O:28][C:26]([N:16]1[CH2:15][CH2:14][C:13]2[C:18](=[CH:19][CH:20]=[CH:21][C:12]=2[N:9]2[CH2:8][CH2:7][CH:6]([O:5][CH3:4])[CH2:11][CH2:10]2)[CH:17]1[C:22]([OH:24])=[O:23])=[O:27])([CH3:32])([CH3:30])[CH3:31]. The yield is 0.690. (4) The reactants are [F:1][C:2]1[CH:7]=[CH:6][C:5]([C:8]2[CH:16]=[C:15]([CH:17]([O:23][CH2:24][CH2:25][N:26]3[CH:30]=[CH:29][N:28]=[CH:27]3)[C:18]3[S:19][CH:20]=[CH:21][N:22]=3)[CH:14]=[CH:13][C:9]=2[C:10]([OH:12])=O)=[CH:4][CH:3]=1.[C:31]([O:35][C:36](=[O:43])[C@H:37]([CH2:39][CH2:40][S:41][CH3:42])[NH2:38])([CH3:34])([CH3:33])[CH3:32]. No catalyst specified. The product is [F:1][C:2]1[CH:7]=[CH:6][C:5]([C:8]2[CH:16]=[C:15]([CH:17]([O:23][CH2:24][CH2:25][N:26]3[CH:30]=[CH:29][N:28]=[CH:27]3)[C:18]3[S:19][CH:20]=[CH:21][N:22]=3)[CH:14]=[CH:13][C:9]=2[C:10]([NH:38][C@@H:37]([CH2:39][CH2:40][S:41][CH3:42])[C:36]([O:35][C:31]([CH3:32])([CH3:33])[CH3:34])=[O:43])=[O:12])=[CH:4][CH:3]=1. The yield is 0.630.